Dataset: Retrosynthesis with 50K atom-mapped reactions and 10 reaction types from USPTO. Task: Predict the reactants needed to synthesize the given product. (1) Given the product N#Cc1cc(Cl)cc(Oc2c(Cl)ccc(CNC(=O)c3cc4c(Cl)cc(Cl)cc4[nH]3)c2F)c1, predict the reactants needed to synthesize it. The reactants are: N#Cc1cc(Cl)cc(Oc2c(Cl)ccc(CN)c2F)c1.O=C(Cl)c1cc2c(Cl)cc(Cl)cc2[nH]1. (2) Given the product CCc1cnc(OC2CCC(C(=O)NCCCC(=O)N3CCN(S(C)(=O)=O)CC3)CC2)nc1, predict the reactants needed to synthesize it. The reactants are: CCc1cnc(OC2CCC(C(=O)O)CC2)nc1.CS(=O)(=O)N1CCN(C(=O)CCCN)CC1. (3) Given the product NCCc1ccc(Cl)c(C(=O)NCC23CC4CC(CC(C4)C2)C3)c1, predict the reactants needed to synthesize it. The reactants are: N#CCc1ccc(Cl)c(C(=O)NCC23CC4CC(CC(C4)C2)C3)c1. (4) Given the product Nc1cc(OC[C@@H](O)CN(Cc2ccccc2)[C@H](CO)Cc2ccc(OCc3ccccc3)cc2)ccc1OCc1ccccc1, predict the reactants needed to synthesize it. The reactants are: O=[N+]([O-])c1cc(OC[C@@H](O)CN(Cc2ccccc2)[C@H](CO)Cc2ccc(OCc3ccccc3)cc2)ccc1OCc1ccccc1. (5) The reactants are: CCOC(=O)[C@@H]1Cc2cccnc2N1C(=O)[C@@H](N)C1CCOCC1.C[C@@H](C(=O)O)N(C)C(=O)OC(C)(C)C. Given the product CCOC(=O)[C@@H]1Cc2cccnc2N1C(=O)[C@@H](NC(=O)[C@H](C)N(C)C(=O)OC(C)(C)C)C1CCOCC1, predict the reactants needed to synthesize it.